This data is from Full USPTO retrosynthesis dataset with 1.9M reactions from patents (1976-2016). The task is: Predict the reactants needed to synthesize the given product. (1) Given the product [Br:8][C:9]1[CH:14]=[C:13]([OH:15])[CH:12]=[C:11]([Br:17])[C:10]=1[O:18][C:19]1[CH:20]=[CH:21][C:22]([N+:25]([O-:27])=[O:26])=[CH:23][CH:24]=1, predict the reactants needed to synthesize it. The reactants are: C(=O)=O.CC(C)=O.[Br:8][C:9]1[CH:14]=[C:13]([O:15]C)[CH:12]=[C:11]([Br:17])[C:10]=1[O:18][C:19]1[CH:24]=[CH:23][C:22]([N+:25]([O-:27])=[O:26])=[CH:21][CH:20]=1. (2) Given the product [F:37][C:2]1([F:1])[CH2:6][CH2:5][CH:4]([NH:7][C:8]2[N:9]=[C:10]([NH:24][CH:25]3[CH2:29][CH2:28][NH:27][CH2:26]3)[N:11]=[C:12]([C:14]3[CH:19]=[CH:18][CH:17]=[C:16]([C:20]([F:22])([F:23])[F:21])[N:15]=3)[N:13]=2)[CH2:3]1, predict the reactants needed to synthesize it. The reactants are: [F:1][C:2]1([F:37])[CH2:6][CH2:5][CH:4]([NH:7][C:8]2[N:13]=[C:12]([C:14]3[CH:19]=[CH:18][CH:17]=[C:16]([C:20]([F:23])([F:22])[F:21])[N:15]=3)[N:11]=[C:10]([NH:24][CH:25]3[CH2:29][CH2:28][N:27](C(OC(C)(C)C)=O)[CH2:26]3)[N:9]=2)[CH2:3]1.C(O)(C(F)(F)F)=O. (3) Given the product [C:1]1([C:3](=[CH:5][CH:6]=[CH:7][CH:8]=1)[O-:4])[O-:2].[Si+4:9].[C:1]1([C:3](=[CH:5][CH:6]=[CH:7][CH:8]=1)[O-:4])[O-:2], predict the reactants needed to synthesize it. The reactants are: [C:1]1([C:3](=[CH:5][CH:6]=[CH:7][CH:8]=1)[OH:4])[OH:2].[Si:9].C(CC(=O)C)(=O)C. (4) Given the product [NH2:1][C:4]1[CH:33]=[CH:32][CH:31]=[CH:30][C:5]=1[O:6][CH:7]1[CH2:8][CH2:9][N:10]([C:13](=[O:29])[CH2:14][NH:15][C:16]([C:18]2[CH:22]=[C:21]([C:23]3[CH:24]=[CH:25][CH:26]=[CH:27][CH:28]=3)[NH:20][N:19]=2)=[O:17])[CH2:11][CH2:12]1, predict the reactants needed to synthesize it. The reactants are: [N+:1]([C:4]1[CH:33]=[CH:32][CH:31]=[CH:30][C:5]=1[O:6][CH:7]1[CH2:12][CH2:11][N:10]([C:13](=[O:29])[CH2:14][NH:15][C:16]([C:18]2[CH:22]=[C:21]([C:23]3[CH:28]=[CH:27][CH:26]=[CH:25][CH:24]=3)[NH:20][N:19]=2)=[O:17])[CH2:9][CH2:8]1)([O-])=O. (5) Given the product [Si:1]([O:8][CH2:9][C:10]1([CH2:27][O:28][Si:29]([C:32]([CH3:35])([CH3:34])[CH3:33])([CH3:31])[CH3:30])[CH2:17][C:18]2=[CH:19][C:20]3[C:25]([C:13]([C:14](=[O:16])[CH3:15])=[C:12]2[CH2:11]1)=[CH:24][CH:23]=[CH:22][C:21]=3[Cl:26])([C:4]([CH3:5])([CH3:7])[CH3:6])([CH3:3])[CH3:2], predict the reactants needed to synthesize it. The reactants are: [Si:1]([O:8][CH2:9][C:10]([CH2:27][O:28][Si:29]([C:32]([CH3:35])([CH3:34])[CH3:33])([CH3:31])[CH3:30])([CH2:17][CH:18]=[CH:19][C:20]1[CH:25]=[CH:24][CH:23]=[CH:22][C:21]=1[Cl:26])[CH2:11][C:12]#[C:13][C:14](=[O:16])[CH3:15])([C:4]([CH3:7])([CH3:6])[CH3:5])([CH3:3])[CH3:2].CCOCC.CCCCCC. (6) Given the product [CH:23]1([NH:26][C:27]([NH:29][C:30]2[CH:35]=[CH:34][C:33]([C:2]3[N:11]=[CH:10][C:9]4[N:8]([CH:12]5[CH2:17][CH2:16][O:15][CH2:14][CH2:13]5)[C:7](=[O:18])[CH:6]5[CH2:19][O:20][CH2:21][CH2:22][N:5]5[C:4]=4[N:3]=3)=[CH:32][CH:31]=2)=[O:28])[CH2:25][CH2:24]1, predict the reactants needed to synthesize it. The reactants are: Cl[C:2]1[N:11]=[CH:10][C:9]2[N:8]([CH:12]3[CH2:17][CH2:16][O:15][CH2:14][CH2:13]3)[C:7](=[O:18])[CH:6]3[CH2:19][O:20][CH2:21][CH2:22][N:5]3[C:4]=2[N:3]=1.[CH:23]1([NH:26][C:27]([NH:29][C:30]2[CH:35]=[CH:34][C:33](B3OC(C)(C)C(C)(C)O3)=[CH:32][CH:31]=2)=[O:28])[CH2:25][CH2:24]1.C(=O)(O)[O-].[Na+].